Task: Predict which catalyst facilitates the given reaction.. Dataset: Catalyst prediction with 721,799 reactions and 888 catalyst types from USPTO (1) Reactant: [Cl:1][C:2]1[CH:28]=[C:27]([Cl:29])[CH:26]=[CH:25][C:3]=1[CH2:4][NH:5][C:6]1[N:11]2[N:12]=[CH:13][CH:14]=[C:10]2[N:9]=[C:8]([C:15]2[CH:24]=[CH:23][C:18]([C:19]([O:21]C)=[O:20])=[CH:17][CH:16]=2)[CH:7]=1.[OH-].[Na+].C(O)(=O)CC(CC(O)=O)(C(O)=O)O. Product: [Cl:1][C:2]1[CH:28]=[C:27]([Cl:29])[CH:26]=[CH:25][C:3]=1[CH2:4][NH:5][C:6]1[N:11]2[N:12]=[CH:13][CH:14]=[C:10]2[N:9]=[C:8]([C:15]2[CH:16]=[CH:17][C:18]([C:19]([OH:21])=[O:20])=[CH:23][CH:24]=2)[CH:7]=1. The catalyst class is: 5. (2) The catalyst class is: 39. Reactant: [N:1]1([C:7]2[N:15]=[C:14]3[C:10]([NH:11][CH:12]=[N:13]3)=[C:9]([N:16]3[CH2:21][CH2:20][O:19][CH2:18][CH2:17]3)[N:8]=2)[CH2:6][CH2:5][O:4][CH2:3][CH2:2]1.[H-].[Na+].[CH3:24][Si:25]([CH3:32])([CH3:31])[CH2:26][CH2:27][O:28][CH2:29]Cl.O. Product: [N:1]1([C:7]2[N:15]=[C:14]3[C:10]([N:11]([CH2:29][O:28][CH2:27][CH2:26][Si:25]([CH3:32])([CH3:31])[CH3:24])[CH:12]=[N:13]3)=[C:9]([N:16]3[CH2:17][CH2:18][O:19][CH2:20][CH2:21]3)[N:8]=2)[CH2:6][CH2:5][O:4][CH2:3][CH2:2]1. (3) Reactant: N(C(C)C)(C(C)C)CC.[N:10]([CH2:19][C:20]#[CH:21])([Si:15]([CH3:18])([CH3:17])[CH3:16])[Si:11]([CH3:14])([CH3:13])[CH3:12].I[Si:23]([CH3:26])([CH3:25])[CH3:24]. Product: [CH3:16][Si:15]([CH3:18])([CH3:17])[N:10]([CH2:19][C:20]#[C:21][Si:23]([CH3:26])([CH3:25])[CH3:24])[Si:11]([CH3:12])([CH3:13])[CH3:14]. The catalyst class is: 11. (4) Reactant: [CH3:1][C@H:2]([OH:5])[CH2:3][CH3:4].CCN(CC)CC.[CH3:13][S:14](Cl)(=[O:16])=[O:15]. Product: [CH3:13][S:14]([O:5][C@@H:2]([CH3:1])[CH2:3][CH3:4])(=[O:16])=[O:15]. The catalyst class is: 2. (5) Reactant: Cl.[O:2]([NH2:4])[CH3:3].C([O-])(=O)C.[K+].[CH3:10][O:11][CH:12]([O:16][CH3:17])[C:13](=O)[CH3:14].C([O-])(O)=O.[Na+]. Product: [CH3:3][O:2][N:4]=[C:13]([CH3:14])[CH:12]([O:16][CH3:17])[O:11][CH3:10]. The catalyst class is: 100. (6) Reactant: Cl[C:2]1[C:3](=[O:14])[NH:4][C:5](=[O:13])[C:6]=1[C:7]1[CH:12]=[CH:11][CH:10]=[CH:9][CH:8]=1.[Cl:15][C:16]1[CH:17]=[C:18]([CH:20]=[CH:21][CH:22]=1)[NH2:19]. Product: [Cl:15][C:16]1[CH:17]=[C:18]([NH:19][C:2]2[C:3](=[O:14])[NH:4][C:5](=[O:13])[C:6]=2[C:7]2[CH:12]=[CH:11][CH:10]=[CH:9][CH:8]=2)[CH:20]=[CH:21][CH:22]=1. The catalyst class is: 5. (7) Reactant: [Mg].CO[CH:4]([O:12]C)[C:5]1[CH:10]=[CH:9][C:8](Br)=[CH:7][CH:6]=1.[CH2:14]([N:21]1[CH2:26][CH2:25][C:24](=[O:27])[CH2:23][CH2:22]1)[C:15]1[CH:20]=[CH:19][CH:18]=[CH:17][CH:16]=1.[Cl-].[NH4+].Cl. Product: [CH2:14]([N:21]1[CH2:26][CH2:25][C:24]([C:8]2[CH:7]=[CH:6][C:5]([CH:4]=[O:12])=[CH:10][CH:9]=2)([OH:27])[CH2:23][CH2:22]1)[C:15]1[CH:16]=[CH:17][CH:18]=[CH:19][CH:20]=1. The catalyst class is: 7.